Task: Regression. Given two drug SMILES strings and cell line genomic features, predict the synergy score measuring deviation from expected non-interaction effect.. Dataset: NCI-60 drug combinations with 297,098 pairs across 59 cell lines (1) Drug 1: C(=O)(N)NO. Drug 2: C1=NC2=C(N1)C(=S)N=CN2. Cell line: TK-10. Synergy scores: CSS=36.6, Synergy_ZIP=-1.34, Synergy_Bliss=0.202, Synergy_Loewe=-32.7, Synergy_HSA=-0.210. (2) Drug 1: CS(=O)(=O)CCNCC1=CC=C(O1)C2=CC3=C(C=C2)N=CN=C3NC4=CC(=C(C=C4)OCC5=CC(=CC=C5)F)Cl. Drug 2: C(CCl)NC(=O)N(CCCl)N=O. Cell line: UACC-257. Synergy scores: CSS=1.12, Synergy_ZIP=4.38, Synergy_Bliss=-1.52, Synergy_Loewe=-1.50, Synergy_HSA=-2.08. (3) Drug 1: COC1=C(C=C2C(=C1)N=CN=C2NC3=CC(=C(C=C3)F)Cl)OCCCN4CCOCC4. Drug 2: CC(C1=C(C=CC(=C1Cl)F)Cl)OC2=C(N=CC(=C2)C3=CN(N=C3)C4CCNCC4)N. Cell line: UACC62. Synergy scores: CSS=26.3, Synergy_ZIP=-6.00, Synergy_Bliss=1.11, Synergy_Loewe=1.81, Synergy_HSA=1.94. (4) Drug 2: CCC1(CC2CC(C3=C(CCN(C2)C1)C4=CC=CC=C4N3)(C5=C(C=C6C(=C5)C78CCN9C7C(C=CC9)(C(C(C8N6C)(C(=O)OC)O)OC(=O)C)CC)OC)C(=O)OC)O.OS(=O)(=O)O. Drug 1: CC1=C(C(CCC1)(C)C)C=CC(=CC=CC(=CC(=O)O)C)C. Synergy scores: CSS=10.7, Synergy_ZIP=7.07, Synergy_Bliss=5.67, Synergy_Loewe=6.06, Synergy_HSA=4.62. Cell line: BT-549. (5) Drug 1: CNC(=O)C1=CC=CC=C1SC2=CC3=C(C=C2)C(=NN3)C=CC4=CC=CC=N4. Drug 2: CN1C2=C(C=C(C=C2)N(CCCl)CCCl)N=C1CCCC(=O)O.Cl. Cell line: KM12. Synergy scores: CSS=7.05, Synergy_ZIP=-7.35, Synergy_Bliss=-7.66, Synergy_Loewe=-5.76, Synergy_HSA=-5.46. (6) Drug 1: C1=CC(=CC=C1CCCC(=O)O)N(CCCl)CCCl. Drug 2: C1=NC2=C(N1)C(=S)N=CN2. Cell line: U251. Synergy scores: CSS=17.2, Synergy_ZIP=-18.6, Synergy_Bliss=-21.1, Synergy_Loewe=-19.5, Synergy_HSA=-16.2. (7) Drug 1: C1=CC=C(C(=C1)C(C2=CC=C(C=C2)Cl)C(Cl)Cl)Cl. Drug 2: CN(CCCl)CCCl.Cl. Cell line: UACC-257. Synergy scores: CSS=10.5, Synergy_ZIP=-3.53, Synergy_Bliss=-0.533, Synergy_Loewe=-6.96, Synergy_HSA=0.979.